Dataset: Peptide-MHC class I binding affinity with 185,985 pairs from IEDB/IMGT. Task: Regression. Given a peptide amino acid sequence and an MHC pseudo amino acid sequence, predict their binding affinity value. This is MHC class I binding data. The peptide sequence is SQLVSTAWA. The MHC is HLA-B15:01 with pseudo-sequence HLA-B15:01. The binding affinity (normalized) is 0.0847.